Dataset: Full USPTO retrosynthesis dataset with 1.9M reactions from patents (1976-2016). Task: Predict the reactants needed to synthesize the given product. (1) Given the product [CH:15]([O:14][C:10]1[CH:9]=[C:8]([C:6]2[CH:5]=[CH:4][N:3]=[C:2]([NH:18][CH2:19][CH2:20][C:21]3[CH:26]=[CH:25][C:24]([OH:27])=[C:23]([O:28][CH3:29])[CH:22]=3)[N:7]=2)[CH:13]=[CH:12][CH:11]=1)([CH3:17])[CH3:16], predict the reactants needed to synthesize it. The reactants are: Cl[C:2]1[N:7]=[C:6]([C:8]2[CH:13]=[CH:12][CH:11]=[C:10]([O:14][CH:15]([CH3:17])[CH3:16])[CH:9]=2)[CH:5]=[CH:4][N:3]=1.[NH2:18][CH2:19][CH2:20][C:21]1[CH:26]=[CH:25][C:24]([OH:27])=[C:23]([O:28][CH3:29])[CH:22]=1. (2) Given the product [CH3:12][N:13]1[CH2:14][CH2:15][N:16]([C:19]2[CH:24]=[C:23]([C:25]3[CH:34]=[C:33]4[C:28]([CH2:29][CH2:30][N:31]([C:8](=[O:10])[CH2:7][CH:4]5[CH2:3][CH2:2][O:1][CH2:6][CH2:5]5)[CH2:32]4)=[CH:27][CH:26]=3)[N:22]=[C:21]([NH2:35])[N:20]=2)[CH2:17][CH2:18]1, predict the reactants needed to synthesize it. The reactants are: [O:1]1[CH2:6][CH2:5][CH:4]([CH2:7][C:8]([OH:10])=O)[CH2:3][CH2:2]1.Cl.[CH3:12][N:13]1[CH2:18][CH2:17][N:16]([C:19]2[CH:24]=[C:23]([C:25]3[CH:34]=[C:33]4[C:28]([CH2:29][CH2:30][NH:31][CH2:32]4)=[CH:27][CH:26]=3)[N:22]=[C:21]([NH2:35])[N:20]=2)[CH2:15][CH2:14]1. (3) Given the product [F:25][C:22]1[CH:23]=[CH:24][C:19]([S:16]([N:14]([CH3:15])[CH:10]2[CH2:11][CH2:12][C:13]3[N:8]([C:7]4[N:26]=[CH:27][CH:28]=[CH:29][C:6]=4[C:5]=3[CH2:4][C:3]([OH:30])=[O:2])[CH2:9]2)(=[O:17])=[O:18])=[CH:20][CH:21]=1, predict the reactants needed to synthesize it. The reactants are: C[O:2][C:3](=[O:30])[CH2:4][C:5]1[C:6]2[CH:29]=[CH:28][CH:27]=[N:26][C:7]=2[N:8]2[C:13]=1[CH2:12][CH2:11][CH:10]([N:14]([S:16]([C:19]1[CH:24]=[CH:23][C:22]([F:25])=[CH:21][CH:20]=1)(=[O:18])=[O:17])[CH3:15])[CH2:9]2.C1COCC1.O.[Li+].[OH-].CC(O)=O. (4) Given the product [CH3:1][O:2][C:3]1[CH:11]=[CH:10][C:6]([C:7]([NH:36][C:41]2([C:77]([OH:78])=[O:76])[CH2:40][C:39]3[C:38](=[CH:37][CH:43]=[CH:28][CH:23]=3)[CH2:42]2)=[O:9])=[CH:5][C:4]=1[NH:12][CH2:71][CH2:70][C:66]1[CH:65]=[C:64]([CH3:63])[CH:69]=[CH:68][CH:67]=1, predict the reactants needed to synthesize it. The reactants are: [CH3:1][O:2][C:3]1[CH:11]=[CH:10][C:6]([C:7]([OH:9])=O)=[CH:5][C:4]=1[N+:12]([O-])=O.O.O.[Sn](Cl)Cl.[N+]([C:23]1[CH:28]=C([N+]([O-])=O)C=CC=1S(Cl)(=O)=O)([O-])=O.[N:36]1[C:41]([CH3:42])=[CH:40][CH:39]=[CH:38][C:37]=1[CH3:43].C1(P(C2C=CC=CC=2)C2C=CC=CC=2)C=CC=CC=1.[CH3:63][C:64]1[CH:65]=[C:66]([CH2:70][CH2:71]O)[CH:67]=[CH:68][CH:69]=1.CC([O:76][C:77](/N=N/C(OC(C)C)=O)=[O:78])C.SCC(O)=O.C(N(CC)CC)C. (5) Given the product [F:1][C:2]1[CH:3]=[CH:4][C:5]([C:8](=[O:13])[CH2:9][CH2:10][CH:11]=[CH2:12])=[CH:6][CH:7]=1, predict the reactants needed to synthesize it. The reactants are: [F:1][C:2]1[CH:7]=[CH:6][C:5]([CH:8]([OH:13])[CH2:9][CH2:10][CH:11]=[CH2:12])=[CH:4][CH:3]=1.[Cr](Cl)([O-])(=O)=O.